This data is from Reaction yield outcomes from USPTO patents with 853,638 reactions. The task is: Predict the reaction yield, written as a fraction of the theoretical maximum amount of product (1.0 means a 100% yield; for example, 0.34 means a 34% yield). (1) The reactants are [NH2:1][C:2]1[C:3]([N+:24]([O-])=O)=[CH:4][C:5]2[O:10][C:9]([CH3:12])([CH3:11])[C@H:8]([OH:13])[C@@H:7]([NH:14][CH2:15][CH2:16][C:17]3[CH:22]=[CH:21][CH:20]=[CH:19][CH:18]=3)[C:6]=2[CH:23]=1. The catalyst is C(O)C.[C].[Pd]. The product is [NH2:1][C:2]1[C:3]([NH2:24])=[CH:4][C:5]2[O:10][C:9]([CH3:11])([CH3:12])[C@H:8]([OH:13])[C@@H:7]([NH:14][CH2:15][CH2:16][C:17]3[CH:22]=[CH:21][CH:20]=[CH:19][CH:18]=3)[C:6]=2[CH:23]=1. The yield is 0.980. (2) The product is [CH2:1]([O:3][C:4]([CH:6]1[CH2:11][N:10]([C:33](=[O:35])[CH3:34])[CH2:9][CH2:8][N:7]1[S:12]([C:15]1[CH:20]=[CH:19][C:18]([O:21][CH2:22][C:23]#[C:24][CH3:25])=[CH:17][CH:16]=1)(=[O:13])=[O:14])=[O:5])[CH3:2]. The catalyst is ClCCl.CN(C1C=CN=CC=1)C.C(OCC)(=O)C. The yield is 0.680. The reactants are [CH2:1]([O:3][C:4]([CH:6]1[CH2:11][NH:10][CH2:9][CH2:8][N:7]1[S:12]([C:15]1[CH:20]=[CH:19][C:18]([O:21][CH2:22][C:23]#[C:24][CH3:25])=[CH:17][CH:16]=1)(=[O:14])=[O:13])=[O:5])[CH3:2].C(N(CC)CC)C.[C:33](Cl)(=[O:35])[CH3:34].